Dataset: Full USPTO retrosynthesis dataset with 1.9M reactions from patents (1976-2016). Task: Predict the reactants needed to synthesize the given product. (1) The reactants are: [CH3:1][C@H:2]1[C@H:6]([CH3:7])[CH2:5][C:4](=O)[CH2:3]1.[C:9]([CH2:11][C:12]([O:14][CH2:15][CH3:16])=[O:13])#[N:10].C([O-])(=O)C.[NH4+].C(O)(=O)C. Given the product [CH2:15]([O:14][C:12](=[O:13])[C:11]([C:9]#[N:10])=[C:4]1[CH2:3][C@@H:2]([CH3:1])[C@H:6]([CH3:7])[CH2:5]1)[CH3:16], predict the reactants needed to synthesize it. (2) The reactants are: [CH3:1][O:2][C:3](=[O:24])[C@@H:4]([NH:13][C:14](=[O:23])[C:15]1[CH:20]=[C:19]([Cl:21])[CH:18]=[CH:17][C:16]=1[NH2:22])[CH2:5][C:6]1[CH:11]=[CH:10][C:9]([Br:12])=[CH:8][CH:7]=1.[CH:25]1[C:34]2[C:29](=[CH:30][CH:31]=[CH:32][CH:33]=2)[CH:28]=[CH:27][C:26]=1[CH:35]=O.C(O[BH-](OC(=O)C)OC(=O)C)(=O)C.[Na+]. Given the product [CH3:1][O:2][C:3](=[O:24])[CH:4]([NH:13][C:14](=[O:23])[C:15]1[CH:20]=[C:19]([Cl:21])[CH:18]=[CH:17][C:16]=1[NH:22][CH2:35][C:26]1[CH:27]=[CH:28][C:29]2[C:34](=[CH:33][CH:32]=[CH:31][CH:30]=2)[CH:25]=1)[CH2:5][C:6]1[CH:7]=[CH:8][C:9]([Br:12])=[CH:10][CH:11]=1, predict the reactants needed to synthesize it. (3) The reactants are: Br[C:2]1[CH:21]=[CH:20][C:5]2[N:6](C(OCC(C)C)=O)[C:7]([NH:9][CH2:10][CH2:11][F:12])=[N:8][C:4]=2[CH:3]=1.[F:22][C:23]1[CH:28]=[CH:27][C:26]([CH2:29][C:30]2[C:31]([N:37]3[CH2:43][C:42]4[CH:44]=[C:45](B(O)O)[CH:46]=[CH:47][C:41]=4[O:40][CH2:39][CH2:38]3)=[N:32][CH:33]=[N:34][C:35]=2[CH3:36])=[CH:25][CH:24]=1.O1CCOCC1.CCN(C(C)C)C(C)C. Given the product [F:12][CH2:11][CH2:10][NH:9][C:7]1[NH:6][C:5]2[CH:20]=[CH:21][C:2]([C:45]3[CH:46]=[CH:47][C:41]4[O:40][CH2:39][CH2:38][N:37]([C:31]5[C:30]([CH2:29][C:26]6[CH:25]=[CH:24][C:23]([F:22])=[CH:28][CH:27]=6)=[C:35]([CH3:36])[N:34]=[CH:33][N:32]=5)[CH2:43][C:42]=4[CH:44]=3)=[CH:3][C:4]=2[N:8]=1, predict the reactants needed to synthesize it. (4) Given the product [CH:1]1([CH2:4][O:5][C:6]2[CH:14]=[CH:13][C:9]3[O:10][CH2:11][O:12][C:8]=3[C:7]=2[C:15]2[C:16]3[NH:23][C:22]([CH3:24])=[C:21]([C:25]([NH:37][C@H:38]([CH2:68][C:69]4[CH:74]=[CH:73][CH:72]=[CH:71][CH:70]=4)[C:39]([N:41]4[CH2:46][CH2:45][CH:44]([N:47]5[N:56]=[C:55]([C:57]6[CH:62]=[CH:61][C:60]([O:63][CH3:64])=[C:59]([O:65][CH3:66])[CH:58]=6)[CH2:54][C:49]6([CH2:53][CH2:52][CH2:51][CH2:50]6)[C:48]5=[O:67])[CH2:43][CH2:42]4)=[O:40])=[O:26])[C:17]=3[N:18]=[CH:19][N:20]=2)[CH2:2][CH2:3]1, predict the reactants needed to synthesize it. The reactants are: [CH:1]1([CH2:4][O:5][C:6]2[CH:14]=[CH:13][C:9]3[O:10][CH2:11][O:12][C:8]=3[C:7]=2[C:15]2[C:16]3[NH:23][C:22]([CH3:24])=[C:21]([C:25](O)=[O:26])[C:17]=3[N:18]=[CH:19][N:20]=2)[CH2:3][CH2:2]1.CCN(C(C)C)C(C)C.[NH2:37][C@H:38]([CH2:68][C:69]1[CH:74]=[CH:73][CH:72]=[CH:71][CH:70]=1)[C:39]([N:41]1[CH2:46][CH2:45][CH:44]([N:47]2[N:56]=[C:55]([C:57]3[CH:62]=[CH:61][C:60]([O:63][CH3:64])=[C:59]([O:65][CH3:66])[CH:58]=3)[CH2:54][C:49]3([CH2:53][CH2:52][CH2:51][CH2:50]3)[C:48]2=[O:67])[CH2:43][CH2:42]1)=[O:40].CN(C(ON1N=NC2C=CC=CC1=2)=[N+](C)C)C.F[P-](F)(F)(F)(F)F. (5) Given the product [F:36][C:32]1[CH:31]=[C:30]([CH:35]=[CH:34][CH:33]=1)[CH2:29][N:17]1[C:9]2=[N:8][C:7]([N:1]3[CH2:6][CH2:5][O:4][CH2:3][CH2:2]3)=[CH:12][C:11](=[O:13])[N:10]2[CH2:14][CH2:15][C@H:16]1[C:18]([F:20])([F:21])[F:19], predict the reactants needed to synthesize it. The reactants are: [N:1]1([C:7]2[N:8]=[C:9]3[NH:17][C@H:16]([C:18]([F:21])([F:20])[F:19])[CH2:15][CH2:14][N:10]3[C:11](=[O:13])[CH:12]=2)[CH2:6][CH2:5][O:4][CH2:3][CH2:2]1.C(=O)([O-])[O-].[Cs+].[Cs+].Br[CH2:29][C:30]1[CH:35]=[CH:34][CH:33]=[C:32]([F:36])[CH:31]=1. (6) Given the product [F:41][C:42]1[CH:47]=[CH:46][C:45]([C:48]2[C:50]([C:52]3[CH:57]=[CH:56][C:55]([F:58])=[CH:54][CH:53]=3)=[N:22][C:21]3[C:26](=[CH:27][CH:28]=[C:19]([C:8]4[N:7]([CH:1]5[CH2:2][CH2:3][CH2:4][CH2:5][CH2:6]5)[C:11]5[CH:12]=[CH:13][C:14]([C:16]([OH:18])=[O:17])=[CH:15][C:10]=5[N:9]=4)[CH:20]=3)[N:25]=2)=[CH:44][CH:43]=1, predict the reactants needed to synthesize it. The reactants are: [CH:1]1([N:7]2[C:11]3[CH:12]=[CH:13][C:14]([C:16]([OH:18])=[O:17])=[CH:15][C:10]=3[N:9]=[C:8]2[C:19]2[CH:20]=[C:21]3[C:26](=[CH:27][CH:28]=2)[N:25]=C(C2C=CC=CC=2)C(C2C=CC=CC=2)=[N:22]3)[CH2:6][CH2:5][CH2:4][CH2:3][CH2:2]1.[F:41][C:42]1[CH:47]=[CH:46][C:45]([C:48]([C:50]([C:52]2[CH:57]=[CH:56][C:55]([F:58])=[CH:54][CH:53]=2)=O)=O)=[CH:44][CH:43]=1. (7) Given the product [OH:25][CH2:24][CH2:23][NH:22][S:19]([C:15]1[CH:14]=[C:13]([C:2]2[S:6][C:5]([NH:7][C:8](=[O:10])[CH3:9])=[N:4][C:3]=2[CH3:11])[CH:18]=[N:17][CH:16]=1)(=[O:21])=[O:20], predict the reactants needed to synthesize it. The reactants are: I[C:2]1[S:6][C:5]([NH:7][C:8](=[O:10])[CH3:9])=[N:4][C:3]=1[CH3:11].Br[C:13]1[CH:14]=[C:15]([S:19]([NH:22][CH2:23][CH2:24][OH:25])(=[O:21])=[O:20])[CH:16]=[N:17][CH:18]=1. (8) Given the product [CH3:1][O:2][C:3]1[CH:4]=[C:5]([C:13]2[CH:22]=[C:21]3[C:16]([CH:17]=[CH:18][CH:19]=[N:20]3)=[C:15]([NH:31][CH2:32][C@@H:33]3[O:37][C:36](=[O:38])[NH:35][CH2:34]3)[N:14]=2)[CH:6]=[C:7]([O:11][CH3:12])[C:8]=1[O:9][CH3:10], predict the reactants needed to synthesize it. The reactants are: [CH3:1][O:2][C:3]1[CH:4]=[C:5]([C:13]2[CH:22]=[C:21]3[C:16]([CH:17]=[CH:18][CH:19]=[N:20]3)=[C:15](OS(C(F)(F)F)(=O)=O)[N:14]=2)[CH:6]=[C:7]([O:11][CH3:12])[C:8]=1[O:9][CH3:10].[NH2:31][CH2:32][C@@H:33]1[O:37][C:36](=[O:38])[NH:35][CH2:34]1.C(N(C(C)C)CC)(C)C. (9) Given the product [CH2:1]([S:3]([NH:6][C@@H:7]([C:15]([N:18]1[CH2:32][CH2:31][CH2:30][C@H:19]1[C:20]([O:22][CH2:23][C:24]1[CH:25]=[CH:26][CH:27]=[CH:28][CH:29]=1)=[O:21])=[O:17])[CH2:8][C:9]1[CH:10]=[CH:11][CH:12]=[CH:13][CH:14]=1)(=[O:4])=[O:5])[CH3:2], predict the reactants needed to synthesize it. The reactants are: [CH2:1]([S:3]([NH:6][C@@H:7]([C:15]([OH:17])=O)[CH2:8][C:9]1[CH:14]=[CH:13][CH:12]=[CH:11][CH:10]=1)(=[O:5])=[O:4])[CH3:2].[NH:18]1[CH2:32][CH2:31][CH2:30][C@H:19]1[C:20]([O:22][CH2:23][C:24]1[CH:29]=[CH:28][CH:27]=[CH:26][CH:25]=1)=[O:21].Cl.C1C=CC2N(O)N=NC=2C=1.C(N(CC)C(C)C)(C)C.Cl.CN(C)CCCN=C=NCC.